This data is from Full USPTO retrosynthesis dataset with 1.9M reactions from patents (1976-2016). The task is: Predict the reactants needed to synthesize the given product. (1) Given the product [Br:1][C:2]1[CH:7]=[C:6]2[C:5]([CH2:8][CH2:9][CH2:10][C:11]2=[O:13])=[CH:4][C:3]=1[I:14], predict the reactants needed to synthesize it. The reactants are: [Br:1][C:2]1[CH:7]=[CH:6][C:5]([CH2:8][CH2:9][CH2:10][C:11]([OH:13])=O)=[CH:4][C:3]=1[I:14].CN(C=O)C.C(Cl)(=O)C(Cl)=O.[Cl-].[Cl-].[Cl-].[Al+3]. (2) Given the product [CH2:1]([C@H:8]1[CH2:9][N:10]([C:14]2[CH:22]=[C:21]3[C:17]([C:18]([CH2:27][CH3:28])=[N:19][N:20]3[CH:23]3[CH2:24][CH2:25][CH2:26]3)=[CH:16][CH:15]=2)[CH2:11][CH2:12][N:13]1[C:31](=[O:30])[CH2:32][C:33]1[CH:34]=[N:35][NH:36][CH:37]=1)[C:2]1[CH:3]=[CH:4][CH:5]=[CH:6][CH:7]=1, predict the reactants needed to synthesize it. The reactants are: [CH2:1]([CH:8]1[NH:13][CH2:12][CH2:11][N:10]([C:14]2[CH:22]=[C:21]3[C:17]([C:18]([CH2:27][CH3:28])=[N:19][N:20]3[CH:23]3[CH2:26][CH2:25][CH2:24]3)=[CH:16][CH:15]=2)[CH2:9]1)[C:2]1[CH:7]=[CH:6][CH:5]=[CH:4][CH:3]=1.C[O:30][C:31](=O)[CH2:32][C:33]1[CH:34]=[N:35][NH:36][CH:37]=1. (3) Given the product [C:1]([C:4]1[C:12]2[C:7](=[CH:8][CH:9]=[C:10]([NH:42][C:43]([N:48]3[CH2:49][CH2:50][CH2:51][C:46]([F:52])([F:45])[CH2:47]3)=[O:44])[CH:11]=2)[N:6]([CH2:16][C:17]([N:19]2[CH2:23][C@H:22]([F:24])[CH2:21][C@H:20]2[C:25](=[O:41])[NH:26][C:27]2[C:28]([F:40])=[C:29]([C:33]3[CH:38]=[CH:37][CH:36]=[CH:35][C:34]=3[Cl:39])[CH:30]=[CH:31][CH:32]=2)=[O:18])[CH:5]=1)(=[O:3])[CH3:2], predict the reactants needed to synthesize it. The reactants are: [C:1]([C:4]1[C:12]2[C:7](=[CH:8][CH:9]=[C:10](C(O)=O)[CH:11]=2)[N:6]([CH2:16][C:17]([N:19]2[CH2:23][C@H:22]([F:24])[CH2:21][C@H:20]2[C:25](=[O:41])[NH:26][C:27]2[C:28]([F:40])=[C:29]([C:33]3[CH:38]=[CH:37][CH:36]=[CH:35][C:34]=3[Cl:39])[CH:30]=[CH:31][CH:32]=2)=[O:18])[CH:5]=1)(=[O:3])[CH3:2].[N-:42]=[C:43]=[O:44].[F:45][C:46]1([F:52])[CH2:51][CH2:50][CH2:49][NH:48][CH2:47]1. (4) Given the product [CH3:29][O:28][C:10]1[C:11]([O:26][CH3:27])=[C:12]([O:24][CH3:25])[C:13]2[C:14]3[C:21]([C@@H:5]([NH2:4])[CH2:6][CH2:7][C:8]=2[CH:9]=1)=[CH:20][C:18](=[O:19])[C:17]([O:22][CH3:23])=[CH:16][CH:15]=3, predict the reactants needed to synthesize it. The reactants are: CC([NH:4][C@@H:5]1[C:21]2[C:14](=[CH:15][CH:16]=[C:17]([O:22][CH3:23])[C:18]([CH:20]=2)=[O:19])[C:13]2[C:12]([O:24][CH3:25])=[C:11]([O:26][CH3:27])[C:10]([O:28][CH3:29])=[CH:9][C:8]=2[CH2:7][CH2:6]1)=O.C(N(CC)CC)C.CN(C1C=CC=CN=1)C.C(OC(OC(C)(C)C)=O)(OC(C)(C)C)=O. (5) Given the product [Br:1][C:2]1[CH:7]=[C:6]([N:18]2[CH2:19][CH2:20][C:15]([F:21])([F:14])[CH2:16][CH2:17]2)[CH:5]=[C:4]([C:9]([F:12])([F:11])[F:10])[CH:3]=1, predict the reactants needed to synthesize it. The reactants are: [Br:1][C:2]1[CH:3]=[C:4]([C:9]([F:12])([F:11])[F:10])[CH:5]=[C:6](F)[CH:7]=1.Cl.[F:14][C:15]1([F:21])[CH2:20][CH2:19][NH:18][CH2:17][CH2:16]1.C(N(CC)CC)C.C(=O)([O-])[O-].[Cs+].[Cs+]. (6) Given the product [C:30]([O:34][C:35]([NH:37][CH2:38][CH2:39][CH2:40][CH2:41][C@H:42]([NH:50][C:51]([NH:53][C@@H:54]([C:62](=[O:63])[NH:69][CH2:68][C:67]1[CH:70]=[CH:71][C:72]([F:74])=[CH:73][C:66]=1[F:65])[CH2:55][CH:56]1[CH2:61][CH2:60][CH2:59][CH2:58][CH2:57]1)=[O:52])[C:43]([O:45][C:46]([CH3:49])([CH3:48])[CH3:47])=[O:44])=[O:36])([CH3:31])([CH3:32])[CH3:33], predict the reactants needed to synthesize it. The reactants are: CN1CCOCC1.ON1C2C=CC=CC=2N=N1.Cl.CN(C)CCCN=C=NCC.[C:30]([O:34][C:35]([NH:37][CH2:38][CH2:39][CH2:40][CH2:41][C@H:42]([NH:50][C:51]([NH:53][C@@H:54]([C:62](O)=[O:63])[CH2:55][CH:56]1[CH2:61][CH2:60][CH2:59][CH2:58][CH2:57]1)=[O:52])[C:43]([O:45][C:46]([CH3:49])([CH3:48])[CH3:47])=[O:44])=[O:36])([CH3:33])([CH3:32])[CH3:31].[F:65][C:66]1[CH:73]=[C:72]([F:74])[CH:71]=[CH:70][C:67]=1[CH2:68][NH2:69]. (7) The reactants are: [CH3:1][N:2]1[C:6]([CH:7]2[O:13][CH2:12][CH:11]([OH:14])[CH:10]([OH:15])[CH2:9][CH2:8]2)=[C:5]([N+:16]([O-])=O)[CH:4]=[N:3]1.CCN(C(C)C)C(C)C.C1CN([P+](ON2N=NC3C=CC=CC2=3)(N2CCCC2)N2CCCC2)CC1.F[P-](F)(F)(F)(F)F.C(OC([NH:68][C:69]1[S:73][C:72]([C:74]2[C:79]([F:80])=[CH:78][CH:77]=[CH:76][C:75]=2[F:81])=[N:71][C:70]=1[C:82](O)=[O:83])=O)(C)(C)C. Given the product [NH2:68][C:69]1[S:73][C:72]([C:74]2[C:79]([F:80])=[CH:78][CH:77]=[CH:76][C:75]=2[F:81])=[N:71][C:70]=1[C:82]([NH:16][C:5]1[CH:4]=[N:3][N:2]([CH3:1])[C:6]=1[CH:7]1[CH2:8][CH2:9][C@@H:10]([OH:15])[C@@H:11]([OH:14])[CH2:12][O:13]1)=[O:83], predict the reactants needed to synthesize it.